From a dataset of Forward reaction prediction with 1.9M reactions from USPTO patents (1976-2016). Predict the product of the given reaction. (1) Given the reactants Br[C:2]1[C:3]([C@@H:14]([NH:24][C:25](=[O:41])[CH2:26][N:27]2[C:31]3[C:32]([F:37])([F:36])[C@@H:33]4[CH2:35][C@@H:34]4[C:30]=3[C:29]([CH:38]([F:40])[F:39])=[N:28]2)[CH2:15][C:16]2[CH:21]=[C:20]([F:22])[CH:19]=[C:18]([F:23])[CH:17]=2)=[N:4][C:5]([N:8]2[CH2:11][C:10]([OH:13])([CH3:12])[CH2:9]2)=[CH:6][CH:7]=1.[CH3:42][N:43]1[C:51]2[C:46](=[CH:47][CH:48]=[CH:49][C:50]=2B2OC(C)(C)C(C)(C)O2)[C:45]([NH:61][S:62]([CH3:65])(=[O:64])=[O:63])=[N:44]1.C(=O)(O)[O-].[Na+], predict the reaction product. The product is: [F:40][CH:38]([F:39])[C:29]1[C:30]2[C@H:34]3[CH2:35][C@H:33]3[C:32]([F:37])([F:36])[C:31]=2[N:27]([CH2:26][C:25]([NH:24][C@H:14]([C:3]2[C:2]([C:50]3[CH:49]=[CH:48][CH:47]=[C:46]4[C:51]=3[N:43]([CH3:42])[N:44]=[C:45]4[NH:61][S:62]([CH3:65])(=[O:64])=[O:63])=[CH:7][CH:6]=[C:5]([N:8]3[CH2:9][C:10]([OH:13])([CH3:12])[CH2:11]3)[N:4]=2)[CH2:15][C:16]2[CH:21]=[C:20]([F:22])[CH:19]=[C:18]([F:23])[CH:17]=2)=[O:41])[N:28]=1. (2) The product is: [F:1][C:2]1[CH:3]=[CH:4][C:5]2[N:6]([C:10]([C:11]([CH3:18])([N:13]3[CH2:17][CH2:16][CH2:15][CH2:14]3)[CH3:12])=[N:9][N:8]=2)[CH:7]=1. Given the reactants [F:1][C:2]1[CH:3]=[CH:4][C:5]([NH:8][NH:9][C:10](=O)[C:11]([CH3:18])([N:13]2[CH2:17][CH2:16][CH2:15][CH2:14]2)[CH3:12])=[N:6][CH:7]=1.C1C=CC(P(C2C=CC=CC=2)C2C=CC=CC=2)=CC=1.CCN(CC)CC.ClC(Cl)(Cl)C(Cl)(Cl)Cl, predict the reaction product. (3) Given the reactants Cl.Cl.[O:3]1[C:8]2=[CH:9][CH:10]=[CH:11][C:7]2=[CH:6][C:5]([CH:12]2[CH2:17][CH2:16][CH2:15][CH2:14][N:13]2[CH2:18][CH2:19][C@H:20]2[CH2:25][CH2:24][C@H:23]([NH2:26])[CH2:22][CH2:21]2)=[CH:4]1.[OH:27][CH2:28][C:29](O)=[O:30], predict the reaction product. The product is: [O:3]1[C:8]2=[CH:9][CH:10]=[CH:11][C:7]2=[CH:6][C:5]([CH:12]2[CH2:17][CH2:16][CH2:15][CH2:14][N:13]2[CH2:18][CH2:19][C@H:20]2[CH2:21][CH2:22][C@H:23]([NH:26][C:28](=[O:27])[CH2:29][OH:30])[CH2:24][CH2:25]2)=[CH:4]1. (4) Given the reactants [C:1]([O:5][C:6]([N:8]1[CH2:13][CH2:12][CH:11]([CH:14](Br)[CH:15]=O)[CH2:10][CH2:9]1)=[O:7])([CH3:4])([CH3:3])[CH3:2].[NH2:18][C:19]1[CH:24]=[CH:23][CH:22]=[CH:21][N:20]=1, predict the reaction product. The product is: [C:1]([O:5][C:6]([N:8]1[CH2:13][CH2:12][CH:11]([C:14]2[N:20]3[CH:21]=[CH:22][CH:23]=[CH:24][C:19]3=[N:18][CH:15]=2)[CH2:10][CH2:9]1)=[O:7])([CH3:4])([CH3:3])[CH3:2]. (5) Given the reactants [NH2:1][C:2]1[CH2:3][C:4]([C:14]([N:16]([CH2:20][CH2:21][CH3:22])[CH2:17][CH2:18][CH3:19])=[O:15])=[CH:5][C:6]2[CH:12]=[CH:11][C:10](Br)=[CH:9][C:7]=2[N:8]=1.CC1(C)C(C)(C)OB([C:31]2[CH:36]=[CH:35][C:34]([CH:37]3[CH2:41][O:40][C:39](=[O:42])[O:38]3)=[CH:33][CH:32]=2)O1, predict the reaction product. The product is: [NH2:1][C:2]1[CH2:3][C:4]([C:14]([N:16]([CH2:20][CH2:21][CH3:22])[CH2:17][CH2:18][CH3:19])=[O:15])=[CH:5][C:6]2[CH:12]=[CH:11][C:10]([C:31]3[CH:32]=[CH:33][C:34]([CH:37]4[CH2:41][O:40][C:39](=[O:42])[O:38]4)=[CH:35][CH:36]=3)=[CH:9][C:7]=2[N:8]=1. (6) Given the reactants [CH3:1][CH:2]([CH3:35])[C@H:3]([NH:6][C:7]1[CH:12]=[CH:11][N:10]2[N:13]=[CH:14][C:15]([C:16]3[CH:21]=[CH:20][C:19]([C:22]4[N:23]([CH2:27][O:28][CH2:29][CH2:30][Si:31]([CH3:34])([CH3:33])[CH3:32])[CH:24]=[CH:25][N:26]=4)=[CH:18][CH:17]=3)=[C:9]2[N:8]=1)[CH2:4][OH:5].CCN(CC)CC, predict the reaction product. The product is: [CH3:1][CH:2]([CH3:35])[C@H:3]([NH:6][C:7]1[CH:12]=[CH:11][N:10]2[N:13]=[CH:14][C:15]([C:16]3[CH:17]=[CH:18][C:19]([C:22]4[N:23]([CH2:27][O:28][CH2:29][CH2:30][Si:31]([CH3:33])([CH3:32])[CH3:34])[CH:24]=[CH:25][N:26]=4)=[CH:20][CH:21]=3)=[C:9]2[N:8]=1)[CH:4]=[O:5]. (7) Given the reactants Br[C:2]1[CH:3]=[C:4]([C:14]([NH:16][CH2:17][C:18]2[C:19](=[O:26])[NH:20][C:21]([CH3:25])=[CH:22][C:23]=2[CH3:24])=[O:15])[C:5]2[CH:6]=[N:7][N:8]([CH:11]([CH3:13])[CH3:12])[C:9]=2[CH:10]=1.[N:27]1[CH:32]=[CH:31][C:30](B(O)O)=[CH:29][CH:28]=1.P([O-])([O-])([O-])=O.[K+].[K+].[K+].N#N, predict the reaction product. The product is: [NH3:7].[CH3:24][C:23]1[CH:22]=[C:21]([CH3:25])[NH:20][C:19](=[O:26])[C:18]=1[CH2:17][NH:16][C:14]([C:4]1[C:5]2[CH:6]=[N:7][N:8]([CH:11]([CH3:13])[CH3:12])[C:9]=2[CH:10]=[C:2]([C:30]2[CH:31]=[CH:32][N:27]=[CH:28][CH:29]=2)[CH:3]=1)=[O:15].